From a dataset of Forward reaction prediction with 1.9M reactions from USPTO patents (1976-2016). Predict the product of the given reaction. (1) The product is: [N+:33]([C:30]1[S:29][C:28]([NH:27][C:12]([C:7]2[NH:8][C:9]3[C:5]([CH:6]=2)=[CH:4][C:3]([O:2][CH3:1])=[CH:11][CH:10]=3)=[O:14])=[N:32][CH:31]=1)([O-:35])=[O:34]. Given the reactants [CH3:1][O:2][C:3]1[CH:4]=[C:5]2[C:9](=[CH:10][CH:11]=1)[NH:8][C:7]([C:12]([OH:14])=O)=[CH:6]2.C1N=CN(C(N2C=NC=C2)=O)C=1.[NH2:27][C:28]1[S:29][C:30]([N+:33]([O-:35])=[O:34])=[CH:31][N:32]=1, predict the reaction product. (2) Given the reactants [CH2:1]([N:8]([CH2:28][C:29]1[CH:34]=[CH:33][CH:32]=[CH:31][CH:30]=1)[C@H:9]1[CH2:18][C:17]2[C:12](=[CH:13][CH:14]=[CH:15][C:16]=2B2OC(C)(C)C(C)(C)O2)[O:11][CH2:10]1)[C:2]1[CH:7]=[CH:6][CH:5]=[CH:4][CH:3]=1.Br[C:36]1[CH:41]=[CH:40][N:39]=[N:38][CH:37]=1, predict the reaction product. The product is: [CH2:1]([N:8]([CH2:28][C:29]1[CH:30]=[CH:31][CH:32]=[CH:33][CH:34]=1)[C@H:9]1[CH2:18][C:17]2[C:12](=[CH:13][CH:14]=[CH:15][C:16]=2[C:36]2[CH:41]=[CH:40][N:39]=[N:38][CH:37]=2)[O:11][CH2:10]1)[C:2]1[CH:3]=[CH:4][CH:5]=[CH:6][CH:7]=1. (3) Given the reactants [NH2:1][C:2]1[CH:11]=[C:10]2[C:5]([C:6]3[C:20](=[O:21])[C:19]4[CH:18]=[CH:17][CH:16]=[CH:15][C:14]=4[C:7]=3[N:8]([CH3:13])[C:9]2=[O:12])=[CH:4][CH:3]=1.ClC(=O)[C:24]([O:26]C)=[O:25].CN1C2C3C=CC=CC=3C(=O)C=2C2C(=CC(NC(=O)C(OC)=O)=CC=2)C1=O.[OH-].[Na+], predict the reaction product. The product is: [CH3:13][N:8]1[C:7]2[C:14]3[CH:15]=[CH:16][CH:17]=[CH:18][C:19]=3[C:20](=[O:21])[C:6]=2[C:5]2[C:10](=[CH:11][C:2]([NH:1][C:24](=[O:25])[OH:26])=[CH:3][CH:4]=2)[C:9]1=[O:12]. (4) The product is: [ClH:36].[F:35][C:2]([F:1])([F:34])[C:3]1[CH:29]=[C:28]([C:30]([F:32])([F:33])[F:31])[CH:27]=[CH:26][C:4]=1[CH2:5][N:6]1[CH2:7][CH2:8][CH:9](/[CH:12]=[C:13]2/[C:14]([NH:19][CH2:20][CH2:21][O:22][CH2:23][CH2:24][OH:25])=[N:15][C:16](=[O:18])[S:17]/2)[CH2:10][CH2:11]1. Given the reactants [F:1][C:2]([F:35])([F:34])[C:3]1[CH:29]=[C:28]([C:30]([F:33])([F:32])[F:31])[CH:27]=[CH:26][C:4]=1[CH2:5][N:6]1[CH2:11][CH2:10][CH:9](/[CH:12]=[C:13]2/[C:14]([NH:19][CH2:20][CH2:21][O:22][CH2:23][CH2:24][OH:25])=[N:15][C:16](=[O:18])[S:17]/2)[CH2:8][CH2:7]1.[ClH:36].C(OCC)(=O)C, predict the reaction product. (5) Given the reactants [C:1]([O:5][C:6](=[O:38])[NH:7][C:8]1([C:12]2[CH:17]=[CH:16][C:15]([C:18]3[C:23]([C:24]4[CH:29]=[CH:28][CH:27]=[CH:26][CH:25]=4)=[CH:22][C:21]([NH:30][CH:31]4[CH2:36][CH2:35][O:34][CH2:33][CH2:32]4)=[C:20]([OH:37])[N:19]=3)=[CH:14][CH:13]=2)[CH2:11][CH2:10][CH2:9]1)([CH3:4])([CH3:3])[CH3:2].C(N(CC)C(C)C)(C)C.Cl[CH2:49][C:50](Cl)=[O:51].C([O-])(O)=O.[Na+], predict the reaction product. The product is: [C:1]([O:5][C:6](=[O:38])[NH:7][C:8]1([C:12]2[CH:13]=[CH:14][C:15]([C:18]3[C:23]([C:24]4[CH:25]=[CH:26][CH:27]=[CH:28][CH:29]=4)=[CH:22][C:21]4[N:30]([CH:31]5[CH2:32][CH2:33][O:34][CH2:35][CH2:36]5)[C:50](=[O:51])[CH2:49][O:37][C:20]=4[N:19]=3)=[CH:16][CH:17]=2)[CH2:11][CH2:10][CH2:9]1)([CH3:4])([CH3:2])[CH3:3]. (6) Given the reactants [NH:1]([C:3]1[N:4]=[C:5]2[CH:19]=[C:18]([CH3:20])[CH:17]=[N:16][C:6]2=[N:7][C:8]=1[N:9]1[CH2:14][CH2:13][N:12]([CH3:15])[CH2:11][CH2:10]1)[NH2:2].[CH:21](OC)(OC)OC, predict the reaction product. The product is: [CH3:20][C:18]1[CH:17]=[N:16][C:6]2[N:7]=[C:8]([N:9]3[CH2:10][CH2:11][N:12]([CH3:15])[CH2:13][CH2:14]3)[C:3]3[N:4]([CH:21]=[N:2][N:1]=3)[C:5]=2[CH:19]=1. (7) Given the reactants [Si:1]([O:8][C:9]1[CH:10]=[CH:11][CH:12]=[C:13]2[C:17]=1[CH:16](O)[CH2:15][CH2:14]2)([C:4]([CH3:7])([CH3:6])[CH3:5])([CH3:3])[CH3:2].S(Cl)([Cl:21])=O.[OH-].[K+], predict the reaction product. The product is: [C:4]([Si:1]([O:8][C:9]1[CH:10]=[CH:11][CH:12]=[C:13]2[C:17]=1[CH:16]([Cl:21])[CH2:15][CH2:14]2)([CH3:3])[CH3:2])([CH3:7])([CH3:6])[CH3:5].